Predict the reaction yield, written as a fraction of the theoretical maximum amount of product (1.0 means a 100% yield; for example, 0.34 means a 34% yield). From a dataset of Reaction yield outcomes from USPTO patents with 853,638 reactions. (1) The reactants are [CH3:1][O:2][C:3]1[C:4](=[O:18])[C:5]([C:15]([OH:17])=O)=[N:6][N:7]([C:9]2[CH:14]=[CH:13][N:12]=[CH:11][CH:10]=2)[CH:8]=1.C1C=CC2N(O)N=NC=2C=1.CCN=C=NCCCN(C)C.Cl.[CH3:41][NH:42][O:43][CH3:44]. The catalyst is CN(C=O)C. The product is [CH3:44][O:43][N:42]([CH3:41])[C:15]([C:5]1[C:4](=[O:18])[C:3]([O:2][CH3:1])=[CH:8][N:7]([C:9]2[CH:10]=[CH:11][N:12]=[CH:13][CH:14]=2)[N:6]=1)=[O:17]. The yield is 1.00. (2) The reactants are C(=O)([O-])[O-].[K+].[K+].[Cl:7][C:8]1[N:13]=[C:12]2[N:14]=[CH:15][NH:16][C:11]2=[C:10]([Cl:17])[CH:9]=1.Br[CH2:19][C:20]1[CH:25]=[CH:24][CH:23]=[C:22]([C:26]([F:29])([F:28])[F:27])[C:21]=1[CH3:30]. The catalyst is CN(C)C=O. The product is [Cl:7][C:8]1[N:13]=[C:12]2[N:14]([CH2:19][C:20]3[CH:25]=[CH:24][CH:23]=[C:22]([C:26]([F:27])([F:28])[F:29])[C:21]=3[CH3:30])[CH:15]=[N:16][C:11]2=[C:10]([Cl:17])[CH:9]=1. The yield is 0.476.